Task: Predict the product of the given reaction.. Dataset: Forward reaction prediction with 1.9M reactions from USPTO patents (1976-2016) Given the reactants C[O:2][C:3](=[O:12])[C:4]1[CH:9]=[CH:8][CH:7]=[C:6]([NH2:10])[C:5]=1[OH:11].[O:13]1CC[CH2:15][CH2:14]1, predict the reaction product. The product is: [O:13]=[C:14]1[NH:10][C:6]2[CH:7]=[CH:8][CH:9]=[C:4]([C:3]([OH:2])=[O:12])[C:5]=2[O:11][CH2:15]1.